The task is: Predict the product of the given reaction.. This data is from Forward reaction prediction with 1.9M reactions from USPTO patents (1976-2016). (1) Given the reactants C(OS(C1C=CC=CC=1)(=O)=O)CCCCCCCCCCC.[Na].[CH2:24]=[CH:25][C:26]1[CH:31]=[CH:30][CH:29]=[CH:28][CH:27]=1.[C:32]([O:36][CH2:37][CH2:38][CH2:39][CH3:40])(=[O:35])[CH:33]=[CH2:34].[C:41]([OH:45])(=[O:44])[CH:42]=[CH2:43].C(S)CCCCCCCCCCC, predict the reaction product. The product is: [CH2:24]=[CH:25][C:26]1[CH:31]=[CH:30][CH:29]=[CH:28][CH:27]=1.[C:32]([O:36][CH2:37][CH2:38][CH2:39][CH3:40])(=[O:35])[CH:33]=[CH2:34].[C:41]([OH:45])(=[O:44])[CH:42]=[CH2:43]. (2) Given the reactants [CH3:1][N:2]1[C:10]2[C:5](=[CH:6][CH:7]=[CH:8][CH:9]=2)[C:4](=[O:11])[C:3]1=[O:12].C(O)C.[N+](=[CH:18][C:19]([O:21][CH2:22][CH3:23])=[O:20])=[N-], predict the reaction product. The product is: [OH:11][C:4]1[C:3](=[O:12])[N:2]([CH3:1])[C:10]2[C:5]([C:18]=1[C:19]([O:21][CH2:22][CH3:23])=[O:20])=[CH:6][CH:7]=[CH:8][CH:9]=2. (3) Given the reactants [C:1]([C:5]1[CH:18]=[CH:17][C:8]([O:9][CH2:10][CH:11]2[O:15][C:14]([NH2:16])=[N:13][CH2:12]2)=[CH:7][CH:6]=1)([CH3:4])([CH3:3])[CH3:2].[C:19](OCC)(=[O:22])[CH:20]=[CH2:21], predict the reaction product. The product is: [C:1]([C:5]1[CH:18]=[CH:17][C:8]([O:9][CH2:10][CH:11]2[O:15][C:14]3=[N:16][C:19](=[O:22])[CH2:20][CH2:21][N:13]3[CH2:12]2)=[CH:7][CH:6]=1)([CH3:4])([CH3:2])[CH3:3]. (4) Given the reactants [C:1]([O:5][C:6]([NH:8][C@@H:9]([CH2:13][CH:14]([CH3:16])[CH3:15])[C:10](O)=[O:11])=[O:7])([CH3:4])([CH3:3])[CH3:2].C(OC(OC(C)(C)C)=O)(OC(C)(C)C)=O.[N:32]1C=CC=CC=1.[OH-].[NH4+], predict the reaction product. The product is: [NH2:32][C:10](=[O:11])[C@@H:9]([NH:8][C:6](=[O:7])[O:5][C:1]([CH3:4])([CH3:3])[CH3:2])[CH2:13][CH:14]([CH3:16])[CH3:15]. (5) Given the reactants [CH3:1][S:2]([C:5]1[CH:14]=[CH:13][C:8]([C:9]([O:11][CH3:12])=[O:10])=[C:7]([CH2:15]Br)[C:6]=1[F:17])(=[O:4])=[O:3].[CH3:18][S-:19].[Na+], predict the reaction product. The product is: [CH3:1][S:2]([C:5]1[CH:14]=[CH:13][C:8]([C:9]([O:11][CH3:12])=[O:10])=[C:7]([CH2:15][S:19][CH3:18])[C:6]=1[F:17])(=[O:4])=[O:3]. (6) The product is: [CH2:1]([O:3][CH:4]([O:7][CH2:8][CH3:9])[CH2:5][CH2:6][C:25]1[CH:26]=[C:27]2[C:32](=[CH:33][CH:34]=1)[N:31]=[CH:30][CH:29]=[CH:28]2)[CH3:2]. Given the reactants [CH2:1]([O:3][CH:4]([O:7][CH2:8][CH3:9])[CH:5]=[CH2:6])[CH3:2].C12BC(CCC1)CCC2.O1CCCC1.Br[C:25]1[CH:26]=[C:27]2[C:32](=[CH:33][CH:34]=1)[N:31]=[CH:30][CH:29]=[CH:28]2.C(=O)([O-])[O-].[K+].[K+].C1(P(C2CCCCC2)C2CCCCC2)CCCCC1, predict the reaction product.